Dataset: Forward reaction prediction with 1.9M reactions from USPTO patents (1976-2016). Task: Predict the product of the given reaction. (1) The product is: [NH2:3][CH2:12][C:13]1[CH:40]=[CH:39][CH:38]=[CH:37][C:14]=1[CH2:15][O:16][C:17]1[N:18]=[C:19]([S:35][CH3:36])[N:20]([C:24]2[CH:25]=[C:26]([CH:31]=[CH:32][C:33]=2[CH3:34])[C:27]([O:29][CH3:30])=[O:28])[C:21](=[O:23])[CH:22]=1. Given the reactants O=C1C2C(=CC=CC=2)C(=O)[N:3]1[CH2:12][C:13]1[CH:40]=[CH:39][CH:38]=[CH:37][C:14]=1[CH2:15][O:16][C:17]1[N:18]=[C:19]([S:35][CH3:36])[N:20]([C:24]2[CH:25]=[C:26]([CH:31]=[CH:32][C:33]=2[CH3:34])[C:27]([O:29][CH3:30])=[O:28])[C:21](=[O:23])[CH:22]=1.O.NN, predict the reaction product. (2) Given the reactants [N:1]1([C:10]2[N:18]=[C:17](Cl)[N:16]=[C:15]3[C:11]=2[N:12]=[CH:13][NH:14]3)[C:5]2[CH:6]=[CH:7][CH:8]=[CH:9][C:4]=2[N:3]=[CH:2]1.[NH2:20][CH2:21][CH:22]1[CH2:27][CH2:26][N:25]([C:28]([O:30][C:31]([CH3:34])([CH3:33])[CH3:32])=[O:29])[CH2:24][CH2:23]1, predict the reaction product. The product is: [N:1]1([C:10]2[N:18]=[C:17]([NH:20][CH2:21][CH:22]3[CH2:27][CH2:26][N:25]([C:28]([O:30][C:31]([CH3:34])([CH3:33])[CH3:32])=[O:29])[CH2:24][CH2:23]3)[N:16]=[C:15]3[C:11]=2[N:12]=[CH:13][NH:14]3)[C:5]2[CH:6]=[CH:7][CH:8]=[CH:9][C:4]=2[N:3]=[CH:2]1.